From a dataset of hERG channel blocking data for cardiac toxicity assessment. Regression/Classification. Given a drug SMILES string, predict its toxicity properties. Task type varies by dataset: regression for continuous values (e.g., LD50, hERG inhibition percentage) or binary classification for toxic/non-toxic outcomes (e.g., AMES mutagenicity, cardiotoxicity, hepatotoxicity). Dataset: herg. The result is 1 (blocker). The drug is CCCS(=O)CCC[NH+](CC)C[C@@H](O)COc1ccc(C#N)cc1.